This data is from Forward reaction prediction with 1.9M reactions from USPTO patents (1976-2016). The task is: Predict the product of the given reaction. (1) Given the reactants [Br:1][CH2:2][C:3]1[C:8]([CH3:9])=[C:7]([CH3:10])[C:6]([CH3:11])=[C:5]([CH3:12])[C:4]=1[CH2:13]Br.ClCC1C(C)=C(CCl)C(C)=CC=1C.[NH2:28][C:29]([NH2:31])=[S:30], predict the reaction product. The product is: [BrH:1].[BrH:1].[CH3:12][C:5]1[C:4]([CH2:13][NH:31][C:29]([SH:30])=[NH:28])=[C:3]([CH2:2][NH:28][C:29]([SH:30])=[NH:31])[C:8]([CH3:9])=[C:7]([CH3:10])[C:6]=1[CH3:11]. (2) The product is: [C:1]([O:5][C:6]([N:8]1[CH2:9][CH:10]([CH2:12][C:13]2[N:14]([CH3:40])[C:15]3[C:20]([N:21]=2)=[C:19]([N:22]2[CH2:27][CH2:26][O:25][CH2:24][CH2:23]2)[N:18]=[C:17]([N:28]2[C:32]4[CH:33]=[CH:34][CH:35]=[CH:36][C:31]=4[N:30]=[C:29]2[C@@H:37]([OH:39])[CH3:38])[N:16]=3)[CH2:11]1)=[O:7])([CH3:4])([CH3:3])[CH3:2]. Given the reactants [C:1]([O:5][C:6]([N:8]1[CH2:11][C:10](=[CH:12][C:13]2[N:14]([CH3:40])[C:15]3[C:20]([N:21]=2)=[C:19]([N:22]2[CH2:27][CH2:26][O:25][CH2:24][CH2:23]2)[N:18]=[C:17]([N:28]2[C:32]4[CH:33]=[CH:34][CH:35]=[CH:36][C:31]=4[N:30]=[C:29]2[C@@H:37]([OH:39])[CH3:38])[N:16]=3)[CH2:9]1)=[O:7])([CH3:4])([CH3:3])[CH3:2], predict the reaction product. (3) Given the reactants Cl.Cl.[N:3]1([CH2:9][CH2:10][CH2:11][O:12][C:13]2[CH:26]=[CH:25][C:16]([C:17]([N:19]3[CH2:24][CH2:23][NH:22][CH2:21][CH2:20]3)=[O:18])=[CH:15][CH:14]=2)[CH2:8][CH2:7][CH2:6][CH2:5][CH2:4]1.CCN(CC1C=CC=CC=1)CC.C=CC1C=CC=CC=1.C=CC1C=CC(C=C)=CC=1.[S:57]1[CH:61]=[CH:60][CH:59]=[C:58]1[C:62]([Cl:64])=[O:63], predict the reaction product. The product is: [ClH:64].[N:3]1([CH2:9][CH2:10][CH2:11][O:12][C:13]2[CH:26]=[CH:25][C:16]([C:17]([N:19]3[CH2:24][CH2:23][N:22]([C:62]([C:58]4[S:57][CH:61]=[CH:60][CH:59]=4)=[O:63])[CH2:21][CH2:20]3)=[O:18])=[CH:15][CH:14]=2)[CH2:8][CH2:7][CH2:6][CH2:5][CH2:4]1. (4) Given the reactants Br[C:2]1[C:7](=[O:8])[N:6]([CH2:9][C:10]2[CH:15]=[CH:14][C:13]([C:16]3[C:17]([C:22]#[N:23])=[CH:18][CH:19]=[CH:20][CH:21]=3)=[CH:12][CH:11]=2)[C:5]([CH2:24][CH2:25][CH3:26])=[N:4][C:3]=1[CH2:27][CH3:28].[OH:29][CH2:30][C:31]([CH3:41])([CH3:40])[O:32][C:33]1[CH:38]=[CH:37][C:36]([OH:39])=[CH:35][CH:34]=1.[OH-].[K+].CS(C)=O, predict the reaction product. The product is: [CH2:27]([C:3]1[N:4]=[C:5]([CH2:24][CH2:25][CH3:26])[N:6]([CH2:9][C:10]2[CH:15]=[CH:14][C:13]([C:16]3[C:17]([C:22]#[N:23])=[CH:18][CH:19]=[CH:20][CH:21]=3)=[CH:12][CH:11]=2)[C:7](=[O:8])[C:2]=1[O:39][C:36]1[CH:35]=[CH:34][C:33]([O:32][C:31]([CH3:41])([CH3:40])[CH2:30][OH:29])=[CH:38][CH:37]=1)[CH3:28].